Dataset: Peptide-MHC class II binding affinity with 134,281 pairs from IEDB. Task: Regression. Given a peptide amino acid sequence and an MHC pseudo amino acid sequence, predict their binding affinity value. This is MHC class II binding data. (1) The peptide sequence is GMTGCGNTPIFKSGR. The MHC is HLA-DQA10401-DQB10402 with pseudo-sequence HLA-DQA10401-DQB10402. The binding affinity (normalized) is 0. (2) The peptide sequence is GLALSHLNAMSKVRK. The MHC is HLA-DQA10201-DQB10301 with pseudo-sequence HLA-DQA10201-DQB10301. The binding affinity (normalized) is 0.244.